Task: Predict the product of the given reaction.. Dataset: Forward reaction prediction with 1.9M reactions from USPTO patents (1976-2016) (1) Given the reactants [Si:1]([O:18][CH2:19][C:20]1[CH:21]=[C:22]2[C:26](=[CH:27][C:28]=1[S:29]([CH3:32])(=[O:31])=[O:30])[NH:25][C:24]([C:33](=[O:37])[CH:34]([CH3:36])[CH3:35])=[CH:23]2)([C:14]([CH3:17])([CH3:16])[CH3:15])([C:8]1[CH:13]=[CH:12][CH:11]=[CH:10][CH:9]=1)[C:2]1[CH:7]=[CH:6][CH:5]=[CH:4][CH:3]=1.[C:38]([NH:45][CH2:46][CH2:47]Br)([O:40][C:41]([CH3:44])([CH3:43])[CH3:42])=[O:39].[OH-].[Na+], predict the reaction product. The product is: [C:41]([O:40][C:38](=[O:39])[NH:45][CH2:46][CH2:47][N:25]1[C:26]2[C:22](=[CH:21][C:20]([CH2:19][O:18][Si:1]([C:14]([CH3:17])([CH3:16])[CH3:15])([C:8]3[CH:13]=[CH:12][CH:11]=[CH:10][CH:9]=3)[C:2]3[CH:7]=[CH:6][CH:5]=[CH:4][CH:3]=3)=[C:28]([S:29]([CH3:32])(=[O:30])=[O:31])[CH:27]=2)[CH:23]=[C:24]1[C:33](=[O:37])[CH:34]([CH3:35])[CH3:36])([CH3:44])([CH3:43])[CH3:42]. (2) Given the reactants C([C:3]1[CH:4]=[C:5]2[C:11]3([CH2:15][CH2:14][N:13]([C:16]([O:18]C(C)(C)C)=O)[CH2:12]3)[CH2:10][NH:9][C:6]2=[CH:7][CH:8]=1)#N.Cl[C:24](=[O:30])C(OCC)=O.[ClH:31].[NH2:32][C:33]1[S:34][C:35]([F:38])=[CH:36][N:37]=1.[CH3:39][NH2:40].[O:41]1[CH2:45]CCC1, predict the reaction product. The product is: [Cl:31][C:3]1[CH:4]=[C:5]2[C:11]3([CH2:15][CH2:14][N:13]([C:16](=[O:18])[C:45]([NH:40][CH3:39])=[O:41])[CH2:12]3)[CH2:10][N:9]([C:24]([NH:32][C:33]3[S:34][C:35]([F:38])=[CH:36][N:37]=3)=[O:30])[C:6]2=[CH:7][CH:8]=1. (3) Given the reactants [NH:1]1[C:5]2=[N:6][CH:7]=[CH:8][C:9]([C:10]3[CH:17]=[CH:16][C:13]([CH2:14][NH2:15])=[CH:12][CH:11]=3)=[C:4]2[CH:3]=[CH:2]1.[C:18](O)(=[O:25])[C:19]1[CH:24]=[CH:23][CH:22]=[CH:21][CH:20]=1.C1(CC(O)=O)C=CC=CC=1, predict the reaction product. The product is: [NH:1]1[C:5]2=[N:6][CH:7]=[CH:8][C:9]([C:10]3[CH:17]=[CH:16][C:13]([CH2:14][NH:15][C:18](=[O:25])[C:19]4[CH:24]=[CH:23][CH:22]=[CH:21][CH:20]=4)=[CH:12][CH:11]=3)=[C:4]2[CH:3]=[CH:2]1. (4) Given the reactants O=[C:2]1[CH2:6][CH2:5][CH2:4][CH:3]1[C:7]([O:9]CC)=O.[NH2:12][C:13]([NH2:15])=[O:14].Cl, predict the reaction product. The product is: [NH:12]1[C:2]2[CH2:6][CH2:5][CH2:4][C:3]=2[C:7](=[O:9])[NH:15][C:13]1=[O:14]. (5) Given the reactants F[B-](F)(F)F.[O:6]=[N+:7]=[O:8].[OH:9][C:10]1[C:18]2[S:17][C:16]([NH:19][C:20]([NH:22][CH2:23][CH3:24])=[O:21])=[N:15][C:14]=2[CH:13]=[CH:12][CH:11]=1, predict the reaction product. The product is: [OH:9][C:10]1[C:18]2[S:17][C:16]([NH:19][C:20]([NH:22][CH2:23][CH3:24])=[O:21])=[N:15][C:14]=2[CH:13]=[CH:12][C:11]=1[N+:7]([O-:8])=[O:6].